Dataset: NCI-60 drug combinations with 297,098 pairs across 59 cell lines. Task: Regression. Given two drug SMILES strings and cell line genomic features, predict the synergy score measuring deviation from expected non-interaction effect. (1) Drug 1: C1=C(C(=O)NC(=O)N1)N(CCCl)CCCl. Drug 2: C1=CC(=CC=C1CCCC(=O)O)N(CCCl)CCCl. Cell line: SNB-75. Synergy scores: CSS=34.2, Synergy_ZIP=-0.186, Synergy_Bliss=4.18, Synergy_Loewe=3.08, Synergy_HSA=6.51. (2) Drug 1: C1=CN(C=N1)CC(O)(P(=O)(O)O)P(=O)(O)O. Drug 2: CC1C(C(CC(O1)OC2CC(CC3=C2C(=C4C(=C3O)C(=O)C5=C(C4=O)C(=CC=C5)OC)O)(C(=O)CO)O)N)O.Cl. Cell line: SW-620. Synergy scores: CSS=25.1, Synergy_ZIP=-2.64, Synergy_Bliss=-1.69, Synergy_Loewe=-16.8, Synergy_HSA=-1.54.